Dataset: Reaction yield outcomes from USPTO patents with 853,638 reactions. Task: Predict the reaction yield, written as a fraction of the theoretical maximum amount of product (1.0 means a 100% yield; for example, 0.34 means a 34% yield). (1) The reactants are [Cl:1][C:2]1[CH:10]=[CH:9][CH:8]=[C:7]2[C:3]=1[CH:4]=[N:5][NH:6]2.[O:11]1[CH:16]=[CH:15][CH2:14][CH2:13][CH2:12]1. The catalyst is C1(C)C=CC(S([O-])(=O)=O)=CC=1.[NH+]1C=CC=CC=1.C(Cl)Cl. The product is [Cl:1][C:2]1[C:3]2[C:7]([CH:8]=[CH:9][CH:10]=1)=[N:6][N:5]([CH:12]1[CH2:13][CH2:14][CH2:15][CH2:16][O:11]1)[CH:4]=2. The yield is 0.950. (2) The reactants are [C:1]([O:5][C:6]([N:8]1[CH2:12][CH2:11][CH:10]([O:13][Si](C(C)(C)C)(C)C)[CH:9]1[CH2:21][C:22]1[C:30]2[C:25](=[N:26][CH:27]=[CH:28][CH:29]=2)[NH:24][CH:23]=1)=[O:7])([CH3:4])([CH3:3])[CH3:2].CCCC[N+](CCCC)(CCCC)CCCC.[F-]. The catalyst is C1COCC1. The product is [C:1]([O:5][C:6]([N:8]1[CH2:12][CH2:11][CH:10]([OH:13])[CH:9]1[CH2:21][C:22]1[C:30]2[C:25](=[N:26][CH:27]=[CH:28][CH:29]=2)[NH:24][CH:23]=1)=[O:7])([CH3:4])([CH3:2])[CH3:3]. The yield is 0.890. (3) The reactants are [F:1][C:2]([F:27])([F:26])[O:3][C:4]1[CH:9]=[CH:8][C:7]([N:10]2[CH:14]=[N:13][C:12]([C:15]3[CH:20]=[CH:19][C:18]([CH2:21][C:22]([O:24]C)=[O:23])=[CH:17][CH:16]=3)=[N:11]2)=[CH:6][CH:5]=1.[OH-].[Li+]. The catalyst is O1CCCC1.CO.O. The product is [F:27][C:2]([F:1])([F:26])[O:3][C:4]1[CH:9]=[CH:8][C:7]([N:10]2[CH:14]=[N:13][C:12]([C:15]3[CH:20]=[CH:19][C:18]([CH2:21][C:22]([OH:24])=[O:23])=[CH:17][CH:16]=3)=[N:11]2)=[CH:6][CH:5]=1. The yield is 0.960. (4) The reactants are [CH2:1]([O:8][C:9]1[C:18](=[O:19])[N:17]2[C:12]([C:13]([CH3:21])([CH3:20])[O:14][CH2:15][CH2:16]2)=[N:11][C:10]=1[C:22]([NH:24][CH2:25][C:26](=O)[CH2:27][C:28]1[CH:33]=[CH:32][C:31]([F:34])=[CH:30][CH:29]=1)=O)[C:2]1[CH:7]=[CH:6][CH:5]=[CH:4][CH:3]=1.COC1C=CC(P2(SP(C3C=CC(OC)=CC=3)(=S)S2)=[S:45])=CC=1. The catalyst is C1(C)C=CC=CC=1. The product is [CH2:1]([O:8][C:9]1[C:18](=[O:19])[N:17]2[C:12]([C:13]([CH3:21])([CH3:20])[O:14][CH2:15][CH2:16]2)=[N:11][C:10]=1[C:22]1[S:45][C:26]([CH2:27][C:28]2[CH:33]=[CH:32][C:31]([F:34])=[CH:30][CH:29]=2)=[CH:25][N:24]=1)[C:2]1[CH:7]=[CH:6][CH:5]=[CH:4][CH:3]=1. The yield is 0.430. (5) The reactants are [F:1][C:2]1[CH:7]=[C:6]([F:8])[C:5]([C:9]2[CH:10]=[N:11][CH:12]=[N:13][CH:14]=2)=[CH:4][C:3]=1[C@@:15]([NH:27][S@@](C(C)(C)C)=O)([CH2:17][C@H:18]([C:20]1[N:21]=[C:22]([CH3:26])[O:23][C:24]=1[CH3:25])[OH:19])[CH3:16].Cl.O1CCOCC1.C(O)(C(F)(F)F)=O. The catalyst is CO. The product is [NH2:27][C@@:15]([C:3]1[CH:4]=[C:5]([C:9]2[CH:14]=[N:13][CH:12]=[N:11][CH:10]=2)[C:6]([F:8])=[CH:7][C:2]=1[F:1])([CH3:16])[CH2:17][C@H:18]([C:20]1[N:21]=[C:22]([CH3:26])[O:23][C:24]=1[CH3:25])[OH:19]. The yield is 0.730.